This data is from Full USPTO retrosynthesis dataset with 1.9M reactions from patents (1976-2016). The task is: Predict the reactants needed to synthesize the given product. (1) Given the product [CH3:23][CH:24]([CH2:27][CH2:28][CH3:29])[CH2:25][O:19][C:18](=[O:20])[CH2:17][CH2:16][CH2:15][CH2:14][CH2:13][CH2:12][CH2:11][CH2:10][CH2:9][CH2:8][CH2:7][CH2:6][CH2:5][CH2:4][CH2:3][CH2:2][C:1]([O:22][CH2:23][CH:24]([CH3:25])[CH2:27][CH2:28][CH3:29])=[O:21], predict the reactants needed to synthesize it. The reactants are: [C:1]([OH:22])(=[O:21])[CH2:2][CH2:3][CH2:4][CH2:5][CH2:6][CH2:7][CH2:8][CH2:9][CH2:10][CH2:11][CH2:12][CH2:13][CH2:14][CH2:15][CH2:16][CH2:17][C:18]([OH:20])=[O:19].[CH3:23][CH:24]([CH2:27][CH2:28][CH3:29])[CH2:25]O. (2) Given the product [CH3:2][C:3]1[C:4]([CH2:22][S:23]([C:24]2[NH:25][C:26]3[CH:32]=[CH:31][CH:30]=[CH:29][C:27]=3[N:28]=2)=[O:54])=[N:5][CH:6]=[CH:7][C:8]=1[O:9][CH2:10][CH:11]1[CH2:16][O:15][C:14]2([CH2:17][CH2:18][O:19][CH2:20][CH2:21]2)[O:13][CH2:12]1, predict the reactants needed to synthesize it. The reactants are: O.[CH3:2][C:3]1[C:4]([CH2:22][S:23][C:24]2[NH:28][C:27]3[CH:29]=[CH:30][CH:31]=[CH:32][C:26]=3[N:25]=2)=[N:5][CH:6]=[CH:7][C:8]=1[O:9][CH2:10][CH:11]1[CH2:16][O:15][C:14]2([CH2:21][CH2:20][O:19][CH2:18][CH2:17]2)[O:13][CH2:12]1.C(N(CC)C(C)C)(C)C.[O-]O.C1(C(C)C)C=CC=CC=1.C(=O)([O-])[OH:54].[Na+]. (3) Given the product [CH:34]1([CH:37]([O:39][C:40](=[O:41])[NH:1][C:2]2[CH:7]=[CH:6][C:5]([C:8]3[N:9]([CH:23]4[CH2:26][CH2:25][CH2:24]4)[C:10]4[C:15]([C:16]=3[C:17]#[N:18])=[CH:14][CH:13]=[C:12]([O:19][CH2:20][CH2:21][Cl:22])[CH:11]=4)=[CH:4][CH:3]=2)[CH3:38])[CH2:36][CH2:35]1, predict the reactants needed to synthesize it. The reactants are: [NH2:1][C:2]1[CH:7]=[CH:6][C:5]([C:8]2[N:9]([CH:23]3[CH2:26][CH2:25][CH2:24]3)[C:10]3[C:15]([C:16]=2[C:17]#[N:18])=[CH:14][CH:13]=[C:12]([O:19][CH2:20][CH2:21][Cl:22])[CH:11]=3)=[CH:4][CH:3]=1.C1(C)C=CC=CC=1.[CH:34]1([C@H:37]([OH:39])[CH3:38])[CH2:36][CH2:35]1.[C:40](Cl)(Cl)=[O:41]. (4) Given the product [CH3:26][C:27]1[CH:28]=[CH:29][C:30]([C:2]2[CH:3]=[C:4]([CH:16]=[C:17]([C:19]([N:21]3[CH2:25][CH2:24][CH2:23][CH2:22]3)=[O:20])[CH:18]=2)[C:5]([NH:7][CH2:8][C:9]2[CH:10]=[N:11][C:12]([CH3:15])=[N:13][CH:14]=2)=[O:6])=[N:31][CH:32]=1, predict the reactants needed to synthesize it. The reactants are: Br[C:2]1[CH:3]=[C:4]([CH:16]=[C:17]([C:19]([N:21]2[CH2:25][CH2:24][CH2:23][CH2:22]2)=[O:20])[CH:18]=1)[C:5]([NH:7][CH2:8][C:9]1[CH:10]=[N:11][C:12]([CH3:15])=[N:13][CH:14]=1)=[O:6].[CH3:26][C:27]1[CH:28]=[CH:29][C:30]([Sn](CCCC)(CCCC)CCCC)=[N:31][CH:32]=1.C1(C)C=CC=CC=1. (5) Given the product [CH3:1][O:2][C:3]1[CH:4]=[C:5]([CH2:20][C:21]([N:23]2[CH2:27][CH2:26][CH2:25][CH:24]2[CH2:28][S:29]([C:30]2[CH:31]=[CH:32][C:33]([C:34]([O:36][CH3:37])=[O:35])=[CH:38][CH:39]=2)=[O:48])=[O:22])[CH:6]=[CH:7][C:8]=1[NH:9][C:10]([NH:12][C:13]1[CH:18]=[CH:17][CH:16]=[CH:15][C:14]=1[CH3:19])=[O:11], predict the reactants needed to synthesize it. The reactants are: [CH3:1][O:2][C:3]1[CH:4]=[C:5]([CH2:20][C:21]([N:23]2[CH2:27][CH2:26][CH2:25][CH:24]2[CH2:28][S:29][C:30]2[CH:39]=[CH:38][C:33]([C:34]([O:36][CH3:37])=[O:35])=[CH:32][CH:31]=2)=[O:22])[CH:6]=[CH:7][C:8]=1[NH:9][C:10]([NH:12][C:13]1[CH:18]=[CH:17][CH:16]=[CH:15][C:14]=1[CH3:19])=[O:11].C1C=C(Cl)C=C(C(OO)=[O:48])C=1. (6) Given the product [CH3:1][S:2]([CH2:3][C:4]1([C:9](=[O:13])[CH2:10][C:11]#[N:12])[CH2:8][CH2:7][CH2:6][CH2:5]1)(=[O:27])=[O:30], predict the reactants needed to synthesize it. The reactants are: [CH3:1][S:2][CH2:3][C:4]1([C:9](=[O:13])[CH2:10][C:11]#[N:12])[CH2:8][CH2:7][CH2:6][CH2:5]1.[H-].[Na+].C(#N)C.ClC1C=CC=C(C(OO)=[O:27])C=1.[OH2:30]. (7) Given the product [CH3:1][O:2][C:3](=[O:11])[CH2:4][C:5]1([NH:10][CH2:17][C:16]2[CH:19]=[CH:20][C:13]([F:12])=[CH:14][CH:15]=2)[CH2:6][CH2:7][CH2:8][CH2:9]1, predict the reactants needed to synthesize it. The reactants are: [CH3:1][O:2][C:3](=[O:11])[CH2:4][C:5]1([NH2:10])[CH2:9][CH2:8][CH2:7][CH2:6]1.[F:12][C:13]1[CH:20]=[CH:19][C:16]([CH:17]=O)=[CH:15][CH:14]=1.C(O)(=O)C.C(O[BH-](OC(=O)C)OC(=O)C)(=O)C.[Na+].